From a dataset of Full USPTO retrosynthesis dataset with 1.9M reactions from patents (1976-2016). Predict the reactants needed to synthesize the given product. Given the product [Cl:8][C:9]1([Cl:22])[CH2:11][CH:10]1[CH2:12][C:13]([CH2:15][N:3]1[CH:7]=[N:6][CH:5]=[N:4]1)([OH:14])[CH2:16][CH:17]1[CH2:19][C:18]1([Cl:21])[Cl:20], predict the reactants needed to synthesize it. The reactants are: [H-].[Na+].[NH:3]1[CH:7]=[N:6][CH:5]=[N:4]1.[Cl:8][C:9]1([Cl:22])[CH2:11][CH:10]1[CH2:12][C:13]1([CH2:16][CH:17]2[CH2:19][C:18]2([Cl:21])[Cl:20])[CH2:15][O:14]1.